This data is from Full USPTO retrosynthesis dataset with 1.9M reactions from patents (1976-2016). The task is: Predict the reactants needed to synthesize the given product. Given the product [Cl:1][C:2]1[CH:3]=[C:4]([CH:7]=[CH:8][C:9]=1[Cl:10])[CH2:5][NH:6][C:22](=[O:23])[CH:21]([C:16]1[CH:17]=[CH:18][CH:19]=[C:20]2[C:15]=1[CH:14]=[CH:13][N:12]=[CH:11]2)[CH3:25], predict the reactants needed to synthesize it. The reactants are: [Cl:1][C:2]1[CH:3]=[C:4]([CH:7]=[CH:8][C:9]=1[Cl:10])[CH2:5][NH2:6].[CH:11]1[C:20]2[C:15](=[C:16]([CH:21]([CH3:25])[C:22](O)=[O:23])[CH:17]=[CH:18][CH:19]=2)[CH:14]=[CH:13][N:12]=1.C1C2C(=C(CC(O)=O)C=CC=2)C=CN=1.